From a dataset of Forward reaction prediction with 1.9M reactions from USPTO patents (1976-2016). Predict the product of the given reaction. The product is: [C:40]([O:43][CH2:44][C:45]([N:21]1[CH2:22][CH2:23][CH2:24][CH:19]([O:18][C:15]2[CH:16]=[C:17]3[C:12](=[CH:13][C:14]=2[O:25][CH3:26])[N:11]=[CH:10][N:9]=[C:8]3[NH:7][C:6]2[CH:27]=[CH:28][CH:29]=[C:4]([Cl:3])[C:5]=2[F:30])[CH2:20]1)=[O:46])(=[O:42])[CH3:41]. Given the reactants Cl.Cl.[Cl:3][C:4]1[C:5]([F:30])=[C:6]([CH:27]=[CH:28][CH:29]=1)[NH:7][C:8]1[C:17]2[C:12](=[CH:13][C:14]([O:25][CH3:26])=[C:15]([O:18][CH:19]3[CH2:24][CH2:23][CH2:22][NH:21][CH2:20]3)[CH:16]=2)[N:11]=[CH:10][N:9]=1.C(N(CC)C(C)C)(C)C.[C:40]([O:43][CH2:44][C:45](Cl)=[O:46])(=[O:42])[CH3:41], predict the reaction product.